This data is from Peptide-MHC class II binding affinity with 134,281 pairs from IEDB. The task is: Regression. Given a peptide amino acid sequence and an MHC pseudo amino acid sequence, predict their binding affinity value. This is MHC class II binding data. (1) The peptide sequence is GDGFIDFNEFISFCN. The MHC is DRB1_0405 with pseudo-sequence DRB1_0405. The binding affinity (normalized) is 0.504. (2) The MHC is DRB1_0801 with pseudo-sequence DRB1_0801. The binding affinity (normalized) is 0.345. The peptide sequence is NFGKRELKCGDGIFI.